This data is from Full USPTO retrosynthesis dataset with 1.9M reactions from patents (1976-2016). The task is: Predict the reactants needed to synthesize the given product. The reactants are: [Si:1]([O:18][CH2:19][CH2:20][CH2:21][CH:22]([OH:25])[CH2:23][CH3:24])([C:14]([CH3:17])([CH3:16])[CH3:15])([C:8]1[CH:13]=[CH:12][CH:11]=[CH:10][CH:9]=1)[C:2]1[CH:7]=[CH:6][CH:5]=[CH:4][CH:3]=1.[Si](OCCCC=O)(C(C)(C)C)(C1C=CC=CC=1)[C:27]1C=CC=CC=1.[Br-]. Given the product [Si:1]([O:18][CH2:19][CH2:20][CH2:21][CH:22]([CH:23]1[CH2:27][CH2:24]1)[OH:25])([C:14]([CH3:16])([CH3:17])[CH3:15])([C:8]1[CH:9]=[CH:10][CH:11]=[CH:12][CH:13]=1)[C:2]1[CH:3]=[CH:4][CH:5]=[CH:6][CH:7]=1, predict the reactants needed to synthesize it.